This data is from Reaction yield outcomes from USPTO patents with 853,638 reactions. The task is: Predict the reaction yield, written as a fraction of the theoretical maximum amount of product (1.0 means a 100% yield; for example, 0.34 means a 34% yield). (1) The product is [C:31]([NH:30][C@@H:27]1[CH2:28][CH2:29][N:25]([C:2]2[N:7]3[N:8]=[CH:9][CH:10]=[C:6]3[N:5]=[C:4]([NH:12][C:13](=[O:24])[C:14]3[CH:19]=[CH:18][C:17]([C:20]([OH:23])([CH3:21])[CH3:22])=[CH:16][CH:15]=3)[CH:3]=2)[CH2:26]1)(=[O:33])[CH3:32]. The yield is 0.990. The reactants are Cl[C:2]1[N:7]2[N:8]=[C:9](C)[CH:10]=[C:6]2[N:5]=[C:4]([NH:12][C:13](=[O:24])[C:14]2[CH:19]=[CH:18][C:17]([C:20]([OH:23])([CH3:22])[CH3:21])=[CH:16][CH:15]=2)[CH:3]=1.[NH:25]1[CH2:29][CH2:28][C@@H:27]([NH:30][C:31](=[O:33])[CH3:32])[CH2:26]1. The catalyst is CN1C(=O)CCC1. (2) The catalyst is CO.[Pd]. The reactants are [O:1]1[CH:5]=[CH:4][CH:3]=[C:2]1/[CH:6]=[CH:7]/[C:8]([OH:10])=[O:9]. The product is [O:1]1[CH2:5][CH2:4][CH2:3][CH:2]1[CH2:6][CH2:7][C:8]([OH:10])=[O:9]. The yield is 0.930. (3) The reactants are [Cl-].[Cl-].[Cl-].[Cl-].[Cl-].[Ta+5].C([Mg]Br)(C)C.C(C1([Li])C=CC=C1)CC.C(C1CC=CC=1)CC.C([Li])CCC.Cl[Ta:35](Cl)([C:44]1([CH2:49][CH2:50][CH3:51])[CH:48]=[CH:47][CH:46]=[CH:45]1)[C:36]1([CH2:41][CH2:42][CH3:43])[CH:40]=[CH:39][CH:38]=[CH:37]1.[H-].COCCO[Al+]OCCOC.[Na+].[H-]. The catalyst is CCOCC.C1COCC1.O.C1(C)C=CC=CC=1. The product is [CH2:49]([C:44]1([TaH3:35][C:36]2([CH2:41][CH2:42][CH3:43])[CH:40]=[CH:39][CH:38]=[CH:37]2)[CH:48]=[CH:47][CH:46]=[CH:45]1)[CH2:50][CH3:51]. The yield is 0.128. (4) The reactants are [CH:1]([C:3]1[O:7][C:6](B(O)O)=[CH:5][CH:4]=1)=[O:2].P(OCC)(OCC)(O[CH2:14][C:15]1[CH:20]=[CH:19][CH:18]=[CH:17][CH:16]=1)=O.ClC1C=CC(CC2C=C(C=O)SC=2)=CC=1. No catalyst specified. The product is [CH2:14]([C:6]1[O:7][C:3]([CH:1]=[O:2])=[CH:4][CH:5]=1)[C:15]1[CH:20]=[CH:19][CH:18]=[CH:17][CH:16]=1. The yield is 0.650. (5) The reactants are [CH2:1](Br)[C:2]1C=CC=CC=1.ICC.[CH3:12][C:13]1[N:14]=[C:15]([N:23]2[CH2:27][CH2:26][NH:25][C:24]2=[O:28])[S:16][C:17]=1[C:18]([O:20][CH2:21][CH3:22])=[O:19]. No catalyst specified. The product is [CH2:1]([N:25]1[CH2:26][CH2:27][N:23]([C:15]2[S:16][C:17]([C:18]([O:20][CH2:21][CH3:22])=[O:19])=[C:13]([CH3:12])[N:14]=2)[C:24]1=[O:28])[CH3:2]. The yield is 0.580. (6) The reactants are [F:1][C:2]1[CH:7]=[CH:6][C:5]([N:8]2[CH2:13][CH2:12][N:11]([S:14]([C:17]3[CH:22]=[CH:21][CH:20]=[C:19]([O:23]C)[CH:18]=3)(=[O:16])=[O:15])[C@H:10]([CH3:25])[CH2:9]2)=[C:4]([C:26]([F:29])([F:28])[F:27])[CH:3]=1.CC(C)=O.C(=O)=O.B(Br)(Br)Br. The catalyst is ClCCl. The product is [F:1][C:2]1[CH:7]=[CH:6][C:5]([N:8]2[CH2:13][CH2:12][N:11]([S:14]([C:17]3[CH:18]=[C:19]([OH:23])[CH:20]=[CH:21][CH:22]=3)(=[O:16])=[O:15])[C@H:10]([CH3:25])[CH2:9]2)=[C:4]([C:26]([F:27])([F:28])[F:29])[CH:3]=1. The yield is 0.960.